Task: Regression. Given a peptide amino acid sequence and an MHC pseudo amino acid sequence, predict their binding affinity value. This is MHC class I binding data.. Dataset: Peptide-MHC class I binding affinity with 185,985 pairs from IEDB/IMGT The peptide sequence is TYGPVFMCL. The MHC is HLA-A02:01 with pseudo-sequence HLA-A02:01. The binding affinity (normalized) is 0.